From a dataset of Forward reaction prediction with 1.9M reactions from USPTO patents (1976-2016). Predict the product of the given reaction. (1) Given the reactants [C:1]([NH:5][C:6]1[N:11]=[C:10]([S:12][CH3:13])[C:9]([C:14]([NH2:16])=[O:15])=[CH:8][N:7]=1)([CH3:4])([CH3:3])[CH3:2].C1(C2[O:25]N2S(C2C=CC=CC=2)(=O)=O)C=CC=CC=1.C(OCC)(=O)C, predict the reaction product. The product is: [C:1]([NH:5][C:6]1[N:11]=[C:10]([S:12]([CH3:13])=[O:25])[C:9]([C:14]([NH2:16])=[O:15])=[CH:8][N:7]=1)([CH3:4])([CH3:2])[CH3:3]. (2) Given the reactants [C:1]1([S:7]([N:10]2[CH2:15][CH2:14][O:13][C:12]3[N:16]=[CH:17][C:18]([C:20](Cl)=[O:21])=[CH:19][C:11]2=3)(=[O:9])=[O:8])[CH:6]=[CH:5][CH:4]=[CH:3][CH:2]=1.[C:23]([NH:31][NH2:32])(=O)[C:24]1[CH:29]=[CH:28][CH:27]=[CH:26][CH:25]=1.CCN(C(C)C)C(C)C.CC[N+](S(N=C(OC)[O-])(=O)=O)(CC)CC, predict the reaction product. The product is: [C:24]1([C:23]2[O:21][C:20]([C:18]3[CH:17]=[N:16][C:12]4[O:13][CH2:14][CH2:15][N:10]([S:7]([C:1]5[CH:6]=[CH:5][CH:4]=[CH:3][CH:2]=5)(=[O:9])=[O:8])[C:11]=4[CH:19]=3)=[N:32][N:31]=2)[CH:29]=[CH:28][CH:27]=[CH:26][CH:25]=1. (3) Given the reactants [Mg].Cl[CH2:3][C:4]1[CH:9]=[CH:8][CH:7]=[CH:6][C:5]=1[O:10][CH:11]([CH3:13])[CH3:12].II.[CH2:16]([N:23]1[CH2:28][CH2:27][O:26][CH:25]([C:29]([C:31]2[CH:36]=[CH:35][CH:34]=[CH:33][CH:32]=2)=[O:30])[CH2:24]1)[C:17]1[CH:22]=[CH:21][CH:20]=[CH:19][CH:18]=1, predict the reaction product. The product is: [CH2:16]([N:23]1[CH2:28][CH2:27][O:26][CH:25]([C:29]([C:31]2[CH:36]=[CH:35][CH:34]=[CH:33][CH:32]=2)([OH:30])[CH2:3][C:4]2[CH:9]=[CH:8][CH:7]=[CH:6][C:5]=2[O:10][CH:11]([CH3:13])[CH3:12])[CH2:24]1)[C:17]1[CH:18]=[CH:19][CH:20]=[CH:21][CH:22]=1.